Task: Predict the product of the given reaction.. Dataset: Forward reaction prediction with 1.9M reactions from USPTO patents (1976-2016) (1) Given the reactants [NH4+:1].[Cl-].[CH2:3]1[CH2:7]O[CH2:5][CH2:4]1, predict the reaction product. The product is: [C:4]([C:3]1[CH:7]=[CH:7][CH:3]=[C:4]([CH3:5])[N:1]=1)#[CH:5]. (2) The product is: [Cl:12][C:13]1[CH:14]=[C:15]([C:24]2[C:25]3[C:30]([CH:31]=[CH:32][CH:33]=2)=[CH:29][C:28]2[C:34]([NH2:35])=[N:2][O:1][C:27]=2[CH:26]=3)[CH:16]=[N:17][C:18]=1[O:19][CH2:20][CH:21]([CH3:23])[CH3:22]. Given the reactants [OH:1][NH:2]C(=O)C.CC([O-])(C)C.[K+].[Cl:12][C:13]1[CH:14]=[C:15]([C:24]2[CH:33]=[CH:32][CH:31]=[C:30]3[C:25]=2[CH:26]=[C:27](F)[C:28]([C:34]#[N:35])=[CH:29]3)[CH:16]=[N:17][C:18]=1[O:19][CH2:20][CH:21]([CH3:23])[CH3:22], predict the reaction product. (3) Given the reactants [NH2:1][C:2]1[CH:3]=[C:4]([CH2:11][N:12]2[CH2:17][C@@H:16]3[CH2:18][C@H:13]2[CH2:14][N:15]3C(OC(C)(C)C)=O)[C:5]2[O:9][CH:8]=[CH:7][C:6]=2[CH:10]=1.[F:26][C:27]([F:39])([F:38])[C:28]1[CH:33]=[CH:32][CH:31]=[CH:30][C:29]=1[S:34]([Cl:37])(=[O:36])=[O:35], predict the reaction product. The product is: [ClH:37].[ClH:37].[C@H:13]12[CH2:18][C@H:16]([NH:15][CH2:14]1)[CH2:17][N:12]2[CH2:11][C:4]1[C:5]2[O:9][CH:8]=[CH:7][C:6]=2[CH:10]=[C:2]([NH:1][S:34]([C:29]2[CH:30]=[CH:31][CH:32]=[CH:33][C:28]=2[C:27]([F:26])([F:38])[F:39])(=[O:36])=[O:35])[CH:3]=1.